Dataset: Human liver microsome stability data. Task: Regression/Classification. Given a drug SMILES string, predict its absorption, distribution, metabolism, or excretion properties. Task type varies by dataset: regression for continuous measurements (e.g., permeability, clearance, half-life) or binary classification for categorical outcomes (e.g., BBB penetration, CYP inhibition). Dataset: hlm. (1) The drug is CNC(=O)[C@@]12C[C@@H]1[C@@H](n1cnc3c(NC)nc(C#Cc4ccc(Cl)s4)nc31)[C@H](O)[C@@H]2O. The result is 0 (unstable in human liver microsomes). (2) The compound is O=C(Cc1ccc(Cl)c(Cl)c1)Nc1ccc(S(=O)(=O)Nc2ccon2)cc1. The result is 0 (unstable in human liver microsomes). (3) The compound is Cc1nc2c(Cl)cccc2n1-c1cc(Oc2cccc(S(=O)(=O)C(F)(F)F)c2)ccc1Cl. The result is 1 (stable in human liver microsomes). (4) The compound is CC(C)Cc1nc2c(C(F)(F)F)cccc2n1-c1cccc(Oc2cccc(S(C)(=O)=O)c2)c1. The result is 1 (stable in human liver microsomes).